From a dataset of Peptide-MHC class I binding affinity with 185,985 pairs from IEDB/IMGT. Regression. Given a peptide amino acid sequence and an MHC pseudo amino acid sequence, predict their binding affinity value. This is MHC class I binding data. (1) The peptide sequence is CVRMYNPT. The MHC is Mamu-B08 with pseudo-sequence Mamu-B08. The binding affinity (normalized) is 0.240. (2) The peptide sequence is KYFDDVTAF. The MHC is HLA-A30:01 with pseudo-sequence HLA-A30:01. The binding affinity (normalized) is 0.0847. (3) The peptide sequence is RYPGVMYAF. The MHC is HLA-A24:03 with pseudo-sequence HLA-A24:03. The binding affinity (normalized) is 0.936. (4) The peptide sequence is TQIGCTLNF. The MHC is HLA-A24:02 with pseudo-sequence HLA-A24:02. The binding affinity (normalized) is 0.137.